Dataset: Forward reaction prediction with 1.9M reactions from USPTO patents (1976-2016). Task: Predict the product of the given reaction. (1) Given the reactants I[C:2]1[N:6]2[N:7]=[C:8]([C:11]3[CH:26]=[CH:25][C:14]([C:15]([N:17]4[CH2:22][CH2:21][N:20]([CH3:23])[C:19](=[O:24])[CH2:18]4)=[O:16])=[CH:13][CH:12]=3)[CH:9]=[CH:10][C:5]2=[N:4][CH:3]=1.Cl.[C:28]([C:30]1[CH:35]=[CH:34][N:33]=[C:32]([NH2:36])[CH:31]=1)#[CH:29], predict the reaction product. The product is: [NH2:36][C:32]1[CH:31]=[C:30]([C:28]#[C:29][C:2]2[N:6]3[N:7]=[C:8]([C:11]4[CH:12]=[CH:13][C:14]([C:15]([N:17]5[CH2:22][CH2:21][N:20]([CH3:23])[C:19](=[O:24])[CH2:18]5)=[O:16])=[CH:25][CH:26]=4)[CH:9]=[CH:10][C:5]3=[N:4][CH:3]=2)[CH:35]=[CH:34][N:33]=1. (2) The product is: [NH2:20][C:15]1[N:16]=[C:17]([CH3:19])[N:18]=[C:13]([C:8]2[CH:7]=[C:6]([C:4](=[O:3])[CH3:5])[CH:11]=[N:10][C:9]=2[NH:36][C:32]2[CH:33]=[N:34][CH:35]=[C:30]([S:27]([C:21]3[CH:26]=[CH:25][CH:24]=[CH:23][CH:22]=3)(=[O:29])=[O:28])[CH:31]=2)[N:14]=1. Given the reactants C([O:3][C:4]([C:6]1[CH:7]=[C:8]([C:13]2[N:18]=[C:17]([CH3:19])[N:16]=[C:15]([NH2:20])[N:14]=2)[C:9](F)=[N:10][CH:11]=1)=[CH2:5])C.[C:21]1([S:27]([C:30]2[CH:31]=[C:32]([NH2:36])[CH:33]=[N:34][CH:35]=2)(=[O:29])=[O:28])[CH:26]=[CH:25][CH:24]=[CH:23][CH:22]=1.C[Si]([N-][Si](C)(C)C)(C)C.[Na+], predict the reaction product. (3) Given the reactants [F:1][C:2]1[CH:8]=[CH:7][C:5]([NH2:6])=[CH:4][CH:3]=1.[C:9]([C:11]1[CH:12]=[C:13]([CH:16]=[CH:17][CH:18]=1)[CH:14]=O)#[N:10], predict the reaction product. The product is: [F:1][C:2]1[CH:8]=[CH:7][C:5]([N:6]=[CH:14][C:13]2[CH:12]=[C:11]([CH:18]=[CH:17][CH:16]=2)[C:9]#[N:10])=[CH:4][CH:3]=1. (4) Given the reactants [Cl:1][C:2]1[CH:3]=[C:4]([CH:6]=[CH:7][CH:8]=1)[NH2:5].C(N(CC)CC)C.Cl.[N:17]1([CH2:23][CH2:24][C:25]2[N:29]3[CH:30]=[CH:31][CH:32]=[CH:33][C:28]3=[C:27]([C:34](Cl)=[O:35])[N:26]=2)[CH2:22][CH2:21][O:20][CH2:19][CH2:18]1, predict the reaction product. The product is: [Cl:1][C:2]1[CH:3]=[C:4]([NH:5][C:34]([C:27]2[N:26]=[C:25]([CH2:24][CH2:23][N:17]3[CH2:18][CH2:19][O:20][CH2:21][CH2:22]3)[N:29]3[CH:30]=[CH:31][CH:32]=[CH:33][C:28]=23)=[O:35])[CH:6]=[CH:7][CH:8]=1.